This data is from Forward reaction prediction with 1.9M reactions from USPTO patents (1976-2016). The task is: Predict the product of the given reaction. Given the reactants [NH2:1][CH2:2][C@H:3]1[N:8]([C:9]([C:11]2[N:12]=[C:13]([CH3:23])[S:14][C:15]=2[C:16]2[CH:17]=[C:18]([CH3:22])[CH:19]=[CH:20][CH:21]=2)=[O:10])[CH2:7][C@H:6]2[C@@H:4]1[CH2:5]2.[CH3:24][C:25]1[S:29][C:28]2=[N:30][CH:31]=[C:32]([C:33](O)=[O:34])[N:27]2[CH:26]=1, predict the reaction product. The product is: [CH3:23][C:13]1[S:14][C:15]([C:16]2[CH:17]=[C:18]([CH3:22])[CH:19]=[CH:20][CH:21]=2)=[C:11]([C:9]([N:8]2[CH2:7][C@H:6]3[C@H:4]([CH2:5]3)[C@H:3]2[CH2:2][NH:1][C:33]([C:32]2[N:27]3[C:28]([S:29][C:25]([CH3:24])=[CH:26]3)=[N:30][CH:31]=2)=[O:34])=[O:10])[N:12]=1.